Predict the reaction yield, written as a fraction of the theoretical maximum amount of product (1.0 means a 100% yield; for example, 0.34 means a 34% yield). From a dataset of Reaction yield outcomes from USPTO patents with 853,638 reactions. (1) The reactants are Cl[CH2:2][C:3]([NH:5][C:6]1[CH:11]=[CH:10][CH:9]=[CH:8][CH:7]=1)=[O:4].[N:12]1[CH:17]=[CH:16][CH:15]=[CH:14][C:13]=1[N:18]1[CH2:23][CH2:22][NH:21][CH2:20][CH2:19]1.C(N(CC)C(C)C)(C)C. The catalyst is C1(C)C=CC=CC=1. The product is [C:6]1([NH:5][C:3](=[O:4])[CH2:2][N:21]2[CH2:22][CH2:23][N:18]([C:13]3[CH:14]=[CH:15][CH:16]=[CH:17][N:12]=3)[CH2:19][CH2:20]2)[CH:11]=[CH:10][CH:9]=[CH:8][CH:7]=1. The yield is 0.460. (2) The reactants are [Br:1][C:2]1[CH:10]=[CH:9][C:5]([C:6]([OH:8])=[O:7])=[C:4]([Cl:11])[CH:3]=1.C(OC(O[C:15]([CH3:18])([CH3:17])[CH3:16])=O)(O[C:15]([CH3:18])([CH3:17])[CH3:16])=O. The product is [Br:1][C:2]1[CH:10]=[CH:9][C:5]([C:6]([O:8][C:15]([CH3:18])([CH3:17])[CH3:16])=[O:7])=[C:4]([Cl:11])[CH:3]=1. The catalyst is C1COCC1.CN(C1C=CN=CC=1)C.CCOC(C)=O. The yield is 0.510. (3) The reactants are C(O[C:6]([NH:8][NH:9][CH:10]1[CH2:14][CH2:13][CH2:12][CH2:11]1)=O)(C)(C)C.Cl.[C:16]([C:19](=CN(C)C)[C:20]([O:22][CH2:23][CH3:24])=[O:21])(=O)[CH3:17]. The catalyst is C(O)C. The product is [CH:10]1([N:9]2[C:16]([CH3:17])=[C:19]([C:20]([O:22][CH2:23][CH3:24])=[O:21])[CH:6]=[N:8]2)[CH2:11][CH2:12][CH2:13][CH2:14]1. The yield is 0.760.